From a dataset of Peptide-MHC class II binding affinity with 134,281 pairs from IEDB. Regression. Given a peptide amino acid sequence and an MHC pseudo amino acid sequence, predict their binding affinity value. This is MHC class II binding data. (1) The peptide sequence is TVPRTKYTATISGLK. The MHC is HLA-DQA10101-DQB10501 with pseudo-sequence HLA-DQA10101-DQB10501. The binding affinity (normalized) is 0. (2) The peptide sequence is PDKPSLDISLETVAID. The MHC is DRB1_1301 with pseudo-sequence DRB1_1301. The binding affinity (normalized) is 0. (3) The peptide sequence is EDSEYLFRIVSTVLPHLCLDY. The MHC is DRB1_0101 with pseudo-sequence DRB1_0101. The binding affinity (normalized) is 0.648. (4) The MHC is DRB3_0101 with pseudo-sequence DRB3_0101. The binding affinity (normalized) is 0.475. The peptide sequence is GELQIVDKIDAAFKC. (5) The MHC is DRB1_0404 with pseudo-sequence DRB1_0404. The binding affinity (normalized) is 0. The peptide sequence is VPLTDLRIPS. (6) The peptide sequence is FLRIVQCRSVEGSCG. The MHC is DRB1_0901 with pseudo-sequence DRB1_0901. The binding affinity (normalized) is 0.207. (7) The peptide sequence is GHLQIVDKIDAAFKI. The MHC is DRB1_1201 with pseudo-sequence DRB1_1201. The binding affinity (normalized) is 0.606.